This data is from Forward reaction prediction with 1.9M reactions from USPTO patents (1976-2016). The task is: Predict the product of the given reaction. (1) Given the reactants [OH:1][C:2]1[CH:3]=[C:4]2[C:9](=[CH:10][CH:11]=1)[C:8]([C:12]([O:14][CH3:15])=[O:13])=[CH:7][CH:6]=[CH:5]2.[CH3:16][O:17][C:18]1[N:23]=[CH:22][C:21](B(O)O)=[CH:20][CH:19]=1.C(N(CC)CC)C, predict the reaction product. The product is: [CH3:16][O:17][C:18]1[N:23]=[CH:22][C:21]([O:1][C:2]2[CH:3]=[C:4]3[C:9](=[CH:10][CH:11]=2)[C:8]([C:12]([O:14][CH3:15])=[O:13])=[CH:7][CH:6]=[CH:5]3)=[CH:20][CH:19]=1. (2) Given the reactants [CH2:1]([O:8][C:9]1[CH:10]=[C:11]2[C:16](=[CH:17][C:18]=1[O:19][CH3:20])[CH:15]=[N:14][CH:13]([C:21]([CH3:26])([CH3:25])[CH2:22][O:23][CH3:24])[CH2:12]2)[C:2]1[CH:7]=[CH:6][CH:5]=[CH:4][CH:3]=1.C(O[CH:30]=[C:31]([C:37](=[O:39])[CH3:38])[C:32]([O:34][CH2:35][CH3:36])=[O:33])C, predict the reaction product. The product is: [CH2:1]([O:8][C:9]1[C:18]([O:19][CH3:20])=[CH:17][C:16]2[CH:15]3[N:14]([CH:13]([C:21]([CH3:26])([CH3:25])[CH2:22][O:23][CH3:24])[CH2:12][C:11]=2[CH:10]=1)[CH:30]=[C:31]([C:32]([O:34][CH2:35][CH3:36])=[O:33])[C:37](=[O:39])[CH2:38]3)[C:2]1[CH:7]=[CH:6][CH:5]=[CH:4][CH:3]=1. (3) The product is: [N:36](=[C:15]1[C:14]2[CH:13]=[C:12]([S:9]([NH:8][C:4]3[CH:5]=[CH:6][CH:7]=[C:2]([OH:1])[CH:3]=3)(=[O:10])=[O:11])[CH:24]=[CH:23][C:22]=2[C:21]2[C:16]1=[CH:17][C:18]([S:25]([NH:28][C:29]1[CH:34]=[CH:33][CH:32]=[C:31]([OH:35])[CH:30]=1)(=[O:27])=[O:26])=[CH:19][CH:20]=2)[NH2:37]. Given the reactants [OH:1][C:2]1[CH:3]=[C:4]([NH:8][S:9]([C:12]2[CH:24]=[CH:23][C:22]3[C:21]4[C:16](=[CH:17][C:18]([S:25]([NH:28][C:29]5[CH:34]=[CH:33][CH:32]=[C:31]([OH:35])[CH:30]=5)(=[O:27])=[O:26])=[CH:19][CH:20]=4)[C:15](=[N:36][NH:37]C(OC(C)(C)C)=O)[C:14]=3[CH:13]=2)(=[O:11])=[O:10])[CH:5]=[CH:6][CH:7]=1.C1(C)C=CC(S(O)(=O)=O)=CC=1, predict the reaction product. (4) Given the reactants F[C:2]1[CH:7]=[C:6]([OH:8])[CH:5]=[CH:4][C:3]=1[C:9](=O)[CH2:10][CH3:11].C([O-])(=O)C.[Na+].Cl.Cl.[CH2:20]([NH:27][NH2:28])[C:21]1[CH:26]=[CH:25][CH:24]=[CH:23][CH:22]=1.O, predict the reaction product. The product is: [CH2:20]([N:27]1[C:2]2[C:3](=[CH:4][CH:5]=[C:6]([OH:8])[CH:7]=2)[C:9]([CH2:10][CH3:11])=[N:28]1)[C:21]1[CH:26]=[CH:25][CH:24]=[CH:23][CH:22]=1. (5) Given the reactants C[O:2][C:3](=[O:13])[CH2:4][C:5]1[CH:10]=[C:9]([Cl:11])[CH:8]=[C:7](Br)[CH:6]=1.[Na+].[F:15][C:16]([F:33])([F:32])[C:17]1[CH:22]=[CH:21][C:20]([C:23]2[CH:28]=[CH:27][CH:26]=[C:25]([S:29]([O-:31])=[O:30])[CH:24]=2)=[CH:19][CH:18]=1.C1(C)C=CC=CC=1.C(=O)([O-])[O-].[Cs+].[Cs+].CC1(C)C2C(=C(P(C3C=CC=CC=3)C3C=CC=CC=3)C=CC=2)OC2C(P(C3C=CC=CC=3)C3C=CC=CC=3)=CC=CC1=2, predict the reaction product. The product is: [Cl:11][C:9]1[CH:10]=[C:5]([CH2:4][C:3]([OH:2])=[O:13])[CH:6]=[C:7]([S:29]([C:25]2[CH:24]=[C:23]([C:20]3[CH:19]=[CH:18][C:17]([C:16]([F:15])([F:32])[F:33])=[CH:22][CH:21]=3)[CH:28]=[CH:27][CH:26]=2)(=[O:31])=[O:30])[CH:8]=1. (6) Given the reactants [OH:1][C:2]1[CH:3]=[C:4]2[C:9](=[CH:10][CH:11]=1)[C:8]([C:12]([NH:14][CH2:15][CH2:16][N:17]1[CH2:22][CH2:21][O:20][CH2:19][CH2:18]1)=[O:13])=[CH:7][CH:6]=[CH:5]2.Cl[C:24]1[CH:29]=[CH:28][N:27]=[C:26]2[CH:30]=[C:31]([C:33]3[N:34]([CH3:38])[CH:35]=[CH:36][N:37]=3)[S:32][C:25]=12.C([O-])([O-])=O.[Cs+].[Cs+], predict the reaction product. The product is: [CH3:38][N:34]1[CH:35]=[CH:36][N:37]=[C:33]1[C:31]1[S:32][C:25]2[C:26](=[N:27][CH:28]=[CH:29][C:24]=2[O:1][C:2]2[CH:3]=[C:4]3[C:9](=[CH:10][CH:11]=2)[C:8]([C:12]([NH:14][CH2:15][CH2:16][N:17]2[CH2:18][CH2:19][O:20][CH2:21][CH2:22]2)=[O:13])=[CH:7][CH:6]=[CH:5]3)[CH:30]=1.